Task: Predict the reactants needed to synthesize the given product.. Dataset: Full USPTO retrosynthesis dataset with 1.9M reactions from patents (1976-2016) Given the product [NH2:16][C:17]1[CH:18]=[C:19]([C:20]([N:12]2[CH2:13][CH2:14][C@H:9]([C:6]3[CH:7]=[CH:8][C:3]([Br:2])=[CH:4][CH:5]=3)[C@@H:10]([CH3:15])[CH2:11]2)=[O:21])[CH:23]=[CH:24][C:25]=1[CH3:26], predict the reactants needed to synthesize it. The reactants are: Cl.[Br:2][C:3]1[CH:8]=[CH:7][C:6]([C@H:9]2[CH2:14][CH2:13][NH:12][CH2:11][C@@H:10]2[CH3:15])=[CH:5][CH:4]=1.[NH2:16][C:17]1[CH:18]=[C:19]([CH:23]=[CH:24][C:25]=1[CH3:26])[C:20](O)=[O:21].C(N(CC)C(C)C)(C)C.CN(C(ON1N=NC2C=CC=CC1=2)=[N+](C)C)C.F[P-](F)(F)(F)(F)F.